This data is from Forward reaction prediction with 1.9M reactions from USPTO patents (1976-2016). The task is: Predict the product of the given reaction. (1) Given the reactants Br[C:2]1[C:3]([CH3:19])=[C:4]([CH2:12][N:13]2[CH2:18][CH2:17][O:16][CH2:15][CH2:14]2)[N:5]2[C:10]=1[C:9]([NH2:11])=[N:8][CH:7]=[N:6]2.[CH3:20][C:21]1[CH:26]=[C:25](B2OC(C)(C)C(C)(C)O2)[CH:24]=[CH:23][C:22]=1[NH:36][C:37]([NH:39][C:40]1[CH:45]=[C:44]([C:46]([F:49])([F:48])[F:47])[CH:43]=[CH:42][N:41]=1)=[O:38].FC1C=CC(C(F)(F)F)=CC=1NC(NC1C=CC(B2OC(C)(C)C(C)(C)O2)=CC=1)=O, predict the reaction product. The product is: [NH2:11][C:9]1[C:10]2=[C:2]([C:25]3[CH:24]=[CH:23][C:22]([NH:36][C:37]([NH:39][C:40]4[CH:45]=[C:44]([C:46]([F:47])([F:48])[F:49])[CH:43]=[CH:42][N:41]=4)=[O:38])=[C:21]([CH3:20])[CH:26]=3)[C:3]([CH3:19])=[C:4]([CH2:12][N:13]3[CH2:18][CH2:17][O:16][CH2:15][CH2:14]3)[N:5]2[N:6]=[CH:7][N:8]=1. (2) Given the reactants Cl[C:2]1[CH:7]=[N:6][CH:5]=[C:4]([Cl:8])[N:3]=1.[C:9]([N:16]1[CH2:21][CH2:20][NH:19][CH2:18][C@@H:17]1[CH2:22][C:23]1[CH:28]=[CH:27][CH:26]=[CH:25][CH:24]=1)([O:11][C:12]([CH3:15])([CH3:14])[CH3:13])=[O:10].C(N(C(C)C)CC)(C)C.C(OCC)(=O)C, predict the reaction product. The product is: [C:9]([N:16]1[CH2:21][CH2:20][N:19]([C:2]2[CH:7]=[N:6][CH:5]=[C:4]([Cl:8])[N:3]=2)[CH2:18][C@@H:17]1[CH2:22][C:23]1[CH:28]=[CH:27][CH:26]=[CH:25][CH:24]=1)([O:11][C:12]([CH3:14])([CH3:15])[CH3:13])=[O:10]. (3) Given the reactants [C:1]([C:5]1[N:10]=[CH:9][C:8]([C:11]2[N:12]([C:32]([N:34]3[CH2:39][CH2:38][CH:37]([CH2:40][C:41]([OH:43])=O)[CH2:36][CH2:35]3)=[O:33])[C@@:13]([C:25]3[CH:30]=[CH:29][C:28]([Cl:31])=[CH:27][CH:26]=3)([CH3:24])[C@@:14]([C:17]3[CH:22]=[CH:21][C:20]([Cl:23])=[CH:19][CH:18]=3)([CH3:16])[N:15]=2)=[C:7]([O:44][CH2:45][CH3:46])[CH:6]=1)([CH3:4])([CH3:3])[CH3:2].[CH3:47][C:48]1[CH:49]=[C:50]([CH:53]=[C:54]([CH3:56])[CH:55]=1)[CH2:51][NH2:52], predict the reaction product. The product is: [C:1]([C:5]1[N:10]=[CH:9][C:8]([C:11]2[N:12]([C:32]([N:34]3[CH2:35][CH2:36][CH:37]([CH2:40][C:41]([NH:52][CH2:51][C:50]4[CH:53]=[C:54]([CH3:56])[CH:55]=[C:48]([CH3:47])[CH:49]=4)=[O:43])[CH2:38][CH2:39]3)=[O:33])[C@@:13]([C:25]3[CH:26]=[CH:27][C:28]([Cl:31])=[CH:29][CH:30]=3)([CH3:24])[C@@:14]([C:17]3[CH:22]=[CH:21][C:20]([Cl:23])=[CH:19][CH:18]=3)([CH3:16])[N:15]=2)=[C:7]([O:44][CH2:45][CH3:46])[CH:6]=1)([CH3:3])([CH3:2])[CH3:4]. (4) Given the reactants I[Si](C)(C)C.[CH2:6]([O:8][C:9]([C@@H:11]1[C@H:16]([NH:17]C(OCC2C=CC=CC=2)=O)[CH2:15][CH2:14][N:13]([CH2:28][CH2:29][S:30][C:31]2[CH:40]=[N:39][C:38]3[C:33](=[CH:34][C:35]([O:41][CH3:42])=[CH:36][CH:37]=3)[N:32]=2)[CH2:12]1)=[O:10])[CH3:7], predict the reaction product. The product is: [CH2:6]([O:8][C:9]([C@@H:11]1[C@H:16]([NH2:17])[CH2:15][CH2:14][N:13]([CH2:28][CH2:29][S:30][C:31]2[CH:40]=[N:39][C:38]3[C:33](=[CH:34][C:35]([O:41][CH3:42])=[CH:36][CH:37]=3)[N:32]=2)[CH2:12]1)=[O:10])[CH3:7]. (5) Given the reactants [CH3:1][NH:2][C:3]1([C:8]#[N:9])[CH2:7][CH2:6][CH2:5][CH2:4]1.[O:10]1[CH2:14][CH2:13][CH:12](CN)[CH2:11]1.C1(=O)CCCC1, predict the reaction product. The product is: [O:10]1[CH2:14][CH2:13][CH:12]([CH2:1][NH:2][C:3]2([C:8]#[N:9])[CH2:7][CH2:6][CH2:5][CH2:4]2)[CH2:11]1. (6) The product is: [Cl:1][C:2]1[CH:3]=[C:4]([CH2:5][OH:7])[C:9]2[CH:23]=[C:14]([CH3:15])[O:12][C:10]=2[CH:11]=1. Given the reactants [Cl:1][C:2]1[CH:3]=[C:4]([CH:9]=[C:10]([OH:12])[CH:11]=1)[C:5]([O:7]C)=O.O[C:14]1[CH:15]=C(C=C[CH:23]=1)C(OC)=O, predict the reaction product. (7) Given the reactants [Br:1][C:2]1[CH:10]=[C:9]2[C:5]([CH:6]=[N:7][NH:8]2)=[CH:4][CH:3]=1.[H-].[Na+].Cl[C:14]1[N:19]=[CH:18][N:17]=[C:16]([NH:20][C:21]2[C:22]([O:27][CH3:28])=[N:23][CH:24]=[CH:25][CH:26]=2)[N:15]=1, predict the reaction product. The product is: [Br:1][C:2]1[CH:10]=[C:9]2[C:5]([CH:6]=[N:7][N:8]2[C:14]2[N:19]=[CH:18][N:17]=[C:16]([NH:20][C:21]3[C:22]([O:27][CH3:28])=[N:23][CH:24]=[CH:25][CH:26]=3)[N:15]=2)=[CH:4][CH:3]=1.